From a dataset of CYP1A2 inhibition data for predicting drug metabolism from PubChem BioAssay. Regression/Classification. Given a drug SMILES string, predict its absorption, distribution, metabolism, or excretion properties. Task type varies by dataset: regression for continuous measurements (e.g., permeability, clearance, half-life) or binary classification for categorical outcomes (e.g., BBB penetration, CYP inhibition). Dataset: cyp1a2_veith. The molecule is O=P(O)(O)CCP(=O)(c1ccccc1)c1ccccc1. The result is 0 (non-inhibitor).